This data is from Tyrosyl-DNA phosphodiesterase HTS with 341,365 compounds. The task is: Binary Classification. Given a drug SMILES string, predict its activity (active/inactive) in a high-throughput screening assay against a specified biological target. (1) The molecule is Fc1c(NC(=O)C(OC)c2ccccc2)cccc1. The result is 0 (inactive). (2) The drug is s1c2nc3CCN(Cc3cc2c(N)c1C(=O)Nc1ccc(CC)cc1)CC. The result is 0 (inactive). (3) The drug is O=C(Nc1c(cc(cc1)C)C)Cn1c2c(c(c1)C(=O)C)cccc2. The result is 0 (inactive). (4) The compound is S(=O)(=O)(C(CNC(=O)C(=O)NCc1ccc(cc1)C)c1occc1)c1sccc1. The result is 0 (inactive). (5) The molecule is O=C(NCCC=1CCCCC1)C(=O)NCCC. The result is 0 (inactive). (6) The molecule is Brc1cc2[nH]c(SCc3ccc(F)cc3)nc2nc1. The result is 1 (active). (7) The drug is Fc1ccc(C2n3[nH]c(nc3=NC(=C2)c2ccccc2)NC(=O)/C=C\c2ccccc2)cc1. The result is 0 (inactive).